From a dataset of Full USPTO retrosynthesis dataset with 1.9M reactions from patents (1976-2016). Predict the reactants needed to synthesize the given product. (1) The reactants are: [N:1]1([S:5]([C:8]2[C:13]([Cl:14])=[CH:12][CH:11]=[C:10]([N+:15]([O-:17])=[O:16])[C:9]=2Cl)(=[O:7])=[O:6])[CH2:4][CH2:3][CH2:2]1.[H-].[Na+].[OH2:21]. Given the product [N:1]1([S:5]([C:8]2[C:13]([Cl:14])=[CH:12][CH:11]=[C:10]([N+:15]([O-:17])=[O:16])[C:9]=2[OH:21])(=[O:7])=[O:6])[CH2:4][CH2:3][CH2:2]1, predict the reactants needed to synthesize it. (2) Given the product [C:9]([O:8][C:6]([C:4]1[N:3]=[C:2]([C:13]([O-:15])=[O:14])[S:1][CH:5]=1)=[O:7])([CH3:12])([CH3:10])[CH3:11].[Na+:19], predict the reactants needed to synthesize it. The reactants are: [S:1]1[CH:5]=[C:4]([C:6]([O:8][C:9]([CH3:12])([CH3:11])[CH3:10])=[O:7])[N:3]=[C:2]1[C:13]([O:15]CC)=[O:14].[OH-].[Na+:19].